From a dataset of Catalyst prediction with 721,799 reactions and 888 catalyst types from USPTO. Predict which catalyst facilitates the given reaction. (1) Reactant: [Cl:1][C:2]1[CH:7]=[C:6](I)[CH:5]=[CH:4][C:3]=1[CH2:9][NH:10][C:11]([CH:13]1[CH2:15][CH2:14]1)=[O:12].[CH:16]([O-])=[O:17].[Na+]. Product: [Cl:1][C:2]1[CH:7]=[C:6]([CH:16]=[O:17])[CH:5]=[CH:4][C:3]=1[CH2:9][NH:10][C:11]([CH:13]1[CH2:15][CH2:14]1)=[O:12]. The catalyst class is: 42. (2) Reactant: BrN1C(=O)CCC1=O.[F:9][C:10]([F:28])([F:27])[C:11]1[CH:16]=[CH:15][C:14]([CH:17]2[NH:21][C:20]3([CH2:25][CH2:24][CH2:23][CH2:22]3)[NH:19][C:18]2=[O:26])=[CH:13][CH:12]=1.C(=O)(O)[O-].[Na+]. Product: [F:28][C:10]([F:9])([F:27])[C:11]1[CH:12]=[CH:13][C:14]([C:17]2[C:18](=[O:26])[NH:19][C:20]3([CH2:25][CH2:24][CH2:23][CH2:22]3)[N:21]=2)=[CH:15][CH:16]=1. The catalyst class is: 2.